This data is from Human liver microsome stability data. The task is: Regression/Classification. Given a drug SMILES string, predict its absorption, distribution, metabolism, or excretion properties. Task type varies by dataset: regression for continuous measurements (e.g., permeability, clearance, half-life) or binary classification for categorical outcomes (e.g., BBB penetration, CYP inhibition). Dataset: hlm. (1) The drug is Cc1nccn1-c1cccnc1. The result is 0 (unstable in human liver microsomes). (2) The compound is COc1cc(-c2cn[nH]c2)ccc1NC(=O)C1COc2ccccc2C1. The result is 1 (stable in human liver microsomes). (3) The compound is CC(C)N(C(=O)n1cnc(S[C@@H]2C[C@H]3CC[C@@H]2C3)n1)C(C)C. The result is 1 (stable in human liver microsomes). (4) The result is 0 (unstable in human liver microsomes). The compound is COc1ccc(CCNc2ncc(C)n(CC(=O)NCCON=C(N)N)c2=O)cc1. (5) The molecule is CC[C@H](NS(=O)(=O)c1ccc(-c2sc(C(=O)NCC(C)(C)O)nc2C(=O)N2CCCC[C@@H]2C)c(C(F)F)c1F)C(F)(F)F. The result is 0 (unstable in human liver microsomes). (6) The drug is CC(C)Oc1ccccc1N1CCN([C@H]2CC[C@@H](NS(=O)(=O)c3ccc(S(C)(=O)=O)cc3)CC2)CC1. The result is 1 (stable in human liver microsomes).